This data is from Volume of distribution at steady state (VDss) regression data from Lombardo et al.. The task is: Regression/Classification. Given a drug SMILES string, predict its absorption, distribution, metabolism, or excretion properties. Task type varies by dataset: regression for continuous measurements (e.g., permeability, clearance, half-life) or binary classification for categorical outcomes (e.g., BBB penetration, CYP inhibition). For this dataset (vdss_lombardo), we predict log10(VDss) (log10 of volume of distribution in L/kg). The drug is COc1ccc(Cl)cc1C1(F)C(=O)[N-]c2cc(C(F)(F)F)ccc21. The log10(VDss) is 1.00.